From a dataset of Full USPTO retrosynthesis dataset with 1.9M reactions from patents (1976-2016). Predict the reactants needed to synthesize the given product. (1) Given the product [ClH:45].[Cl:45][C:36]1[C:37]([C:41]([F:42])([F:43])[F:44])=[CH:38][CH:39]=[CH:40][C:35]=1[CH2:34][N:19]([CH2:20][CH:21]([C:22]1[CH:27]=[CH:26][CH:25]=[CH:24][CH:23]=1)[C:28]1[CH:29]=[CH:30][CH:31]=[CH:32][CH:33]=1)[CH2:18][CH2:17][CH2:16][O:15][C:11]1[CH:10]=[C:9]([C:6]2([C:4]([OH:5])=[O:3])[CH2:7][CH2:8]2)[CH:14]=[CH:13][CH:12]=1, predict the reactants needed to synthesize it. The reactants are: C([O:3][C:4]([C:6]1([C:9]2[CH:14]=[CH:13][CH:12]=[C:11]([O:15][CH2:16][CH2:17][CH2:18][N:19]([CH2:34][C:35]3[CH:40]=[CH:39][CH:38]=[C:37]([C:41]([F:44])([F:43])[F:42])[C:36]=3[Cl:45])[CH2:20][CH:21]([C:28]3[CH:33]=[CH:32][CH:31]=[CH:30][CH:29]=3)[C:22]3[CH:27]=[CH:26][CH:25]=[CH:24][CH:23]=3)[CH:10]=2)[CH2:8][CH2:7]1)=[O:5])C.[OH-].[Li+].O. (2) Given the product [ClH:1].[CH2:14]([O:16][C:17]1[CH:22]=[CH:21][C:20]([N:23]([CH3:24])[C:2]2[C:11]3[C:6](=[CH:7][CH:8]=[CH:9][CH:10]=3)[N:5]=[C:4]([CH3:12])[N:3]=2)=[CH:19][C:18]=1[F:25])[CH3:15], predict the reactants needed to synthesize it. The reactants are: [Cl:1][C:2]1[C:11]2[C:6](=[CH:7][CH:8]=[CH:9][CH:10]=2)[N:5]=[C:4]([CH3:12])[N:3]=1.Cl.[CH2:14]([O:16][C:17]1[CH:22]=[CH:21][C:20]([NH:23][CH3:24])=[CH:19][C:18]=1[F:25])[CH3:15]. (3) Given the product [CH2:1]([C:4]([P:10]([O-:13])([OH:12])=[O:11])([P:6]([O-:8])([OH:9])=[O:7])[OH:5])[CH2:2][NH2:3].[Na+:15].[Na+:15], predict the reactants needed to synthesize it. The reactants are: [CH2:1]([C:4]([P:10]([OH:13])([OH:12])=[O:11])([P:6]([OH:9])([OH:8])=[O:7])[OH:5])[CH2:2][NH2:3].[OH-].[Na+:15]. (4) Given the product [CH3:21][C:22]1[C:27]([CH3:28])=[CH:26][CH:25]=[CH:24][N+:23]=1[O-:11], predict the reactants needed to synthesize it. The reactants are: O.O.O.O.O.O.C(O[O-])(=O)C1C(=CC=CC=1)C([O-])=[O:11].[Mg+2].[CH3:21][C:22]1[C:27]([CH3:28])=[CH:26][CH:25]=[CH:24][N:23]=1.C(=O)([O-])[O-].[K+].[K+].[Cl-].[Na+]. (5) Given the product [C:1]([O:5][C:6]([NH:8][C:9]1[CH:14]=[CH:13][C:12]([CH2:15][C@H:16]([NH:22][C:23](=[O:32])[O:24][CH2:25][C:26]2[CH:27]=[CH:28][CH:29]=[CH:30][CH:31]=2)[C@H:17]([OH:21])[C:18]([CH3:20])=[CH2:19])=[CH:11][CH:10]=1)=[O:7])([CH3:2])([CH3:3])[CH3:4], predict the reactants needed to synthesize it. The reactants are: [C:1]([O:5][C:6]([NH:8][C:9]1[CH:14]=[CH:13][C:12]([CH2:15][C@H:16]([NH:22][C:23](=[O:32])[O:24][CH2:25][C:26]2[CH:31]=[CH:30][CH:29]=[CH:28][CH:27]=2)[C:17](=[O:21])[C:18]([CH3:20])=[CH2:19])=[CH:11][CH:10]=1)=[O:7])([CH3:4])([CH3:3])[CH3:2].CCOC(C)=O.